From a dataset of Retrosynthesis with 50K atom-mapped reactions and 10 reaction types from USPTO. Predict the reactants needed to synthesize the given product. (1) Given the product Cc1ccc(-c2ccc(S(=O)(=O)n3cccc3)s2)cc1, predict the reactants needed to synthesize it. The reactants are: Cc1ccc(B(O)O)cc1.O=S(=O)(c1ccc(Br)s1)n1cccc1. (2) Given the product Cc1nc(C(=O)N[C@@H](C)C(=O)O)c(O)c2ccc(Oc3ccc(F)cc3)cc12, predict the reactants needed to synthesize it. The reactants are: CCCCOC(=O)c1nc(C)c2cc(Oc3ccc(F)cc3)ccc2c1O.C[C@H](N)C(=O)O. (3) The reactants are: CC(C)(C)OC(=O)N1CCNCC1.O=C(O)c1c(Cl)n(-c2ccccc2)c2ccccc12. Given the product CC(C)(C)OC(=O)N1CCN(C(=O)c2c(Cl)n(-c3ccccc3)c3ccccc23)CC1, predict the reactants needed to synthesize it.